Dataset: Peptide-MHC class I binding affinity with 185,985 pairs from IEDB/IMGT. Task: Regression. Given a peptide amino acid sequence and an MHC pseudo amino acid sequence, predict their binding affinity value. This is MHC class I binding data. (1) The peptide sequence is VTLFSNLGY. The MHC is HLA-A69:01 with pseudo-sequence HLA-A69:01. The binding affinity (normalized) is 0.0847. (2) The peptide sequence is TAIFLTTLSR. The MHC is HLA-A68:01 with pseudo-sequence HLA-A68:01. The binding affinity (normalized) is 0.904. (3) The peptide sequence is LSDIISAEK. The MHC is HLA-A11:01 with pseudo-sequence HLA-A11:01. The binding affinity (normalized) is 0.674. (4) The peptide sequence is VQLDWQGDY. The MHC is HLA-A30:01 with pseudo-sequence HLA-A30:01. The binding affinity (normalized) is 0.0847.